This data is from Catalyst prediction with 721,799 reactions and 888 catalyst types from USPTO. The task is: Predict which catalyst facilitates the given reaction. (1) Reactant: [C:1]([O:5][C:6]([N:8]1[CH2:15][C@H:14]([O:16][CH2:17][CH3:18])[CH2:13][C@@H:9]1[C:10]([OH:12])=O)=[O:7])([CH3:4])([CH3:3])[CH3:2].[CH2:19]([NH2:26])[C:20]1[CH:25]=[CH:24][CH:23]=[CH:22][CH:21]=1.ON1C2C=CC=CC=2N=N1.Cl.C(N=C=NCCCN(C)C)C. Product: [CH2:19]([NH:26][C:10]([C@H:9]1[CH2:13][C@@H:14]([O:16][CH2:17][CH3:18])[CH2:15][N:8]1[C:6]([O:5][C:1]([CH3:2])([CH3:3])[CH3:4])=[O:7])=[O:12])[C:20]1[CH:25]=[CH:24][CH:23]=[CH:22][CH:21]=1. The catalyst class is: 47. (2) Reactant: [C:1]([O:5][C:6]([CH3:9])([CH3:8])[CH3:7])(=[O:4])[CH:2]=[CH2:3].[CH:10]([N:13]([CH:16]([CH3:18])C)[CH2:14][CH3:15])([CH3:12])C.[CH3:19]C1C=CC=CC=1P(C1C=CC=CC=1C)C1C=CC=CC=1C.Br[C:42]1[CH:43]=[C:44]2[NH:50][C:49](=[O:51])[NH:48][C:45]2=[N:46][CH:47]=1.[C:52](#[N:55])CC. Product: [CH3:52][N:55]1[CH2:15][CH2:14][N:13]([CH2:10][CH2:12][N:50]2[CH2:19][C:44]3[CH:43]=[C:42](/[CH:3]=[CH:2]/[C:1]([O:5][C:6]([CH3:9])([CH3:8])[CH3:7])=[O:4])[CH:47]=[N:46][C:45]=3[NH:48][C:49]2=[O:51])[CH2:16][CH2:18]1. The catalyst class is: 613. (3) Reactant: [Cl:1][C:2]1[CH:21]=[CH:20][C:5]([NH:6][C:7]2[C:16]3[C:11](=[CH:12][C:13]([OH:19])=[C:14]([O:17][CH3:18])[CH:15]=3)[N:10]=[CH:9][N:8]=2)=[C:4]([F:22])[CH:3]=1.C(=O)([O-])[O-].[K+].[K+].Cl.Cl[CH2:31][C:32]1[N:33]=[C:34]([CH3:37])[S:35][CH:36]=1. Product: [ClH:1].[Cl:1][C:2]1[CH:21]=[CH:20][C:5]([NH:6][C:7]2[C:16]3[C:11](=[CH:12][C:13]([O:19][CH2:31][C:32]4[N:33]=[C:34]([CH3:37])[S:35][CH:36]=4)=[C:14]([O:17][CH3:18])[CH:15]=3)[N:10]=[CH:9][N:8]=2)=[C:4]([F:22])[CH:3]=1. The catalyst class is: 3. (4) Reactant: [S:1]1[CH:5]=[CH:4][N:3]=[CH:2]1.C([Li])CCC.[CH2:11]([O:13][C:14]1[CH:15]=[C:16]([C:23]2[S:24][CH:25]=[C:26]([CH2:28][CH2:29][C:30](N(OC)C)=[O:31])[N:27]=2)[CH:17]=[CH:18][C:19]=1[O:20][CH2:21][CH3:22])[CH3:12].[Cl-].[NH4+]. Product: [CH2:11]([O:13][C:14]1[CH:15]=[C:16]([C:23]2[S:24][CH:25]=[C:26]([CH2:28][CH2:29][C:30]([C:2]3[S:1][CH:5]=[CH:4][N:3]=3)=[O:31])[N:27]=2)[CH:17]=[CH:18][C:19]=1[O:20][CH2:21][CH3:22])[CH3:12]. The catalyst class is: 134. (5) Reactant: [CH:1]1([CH2:4][NH:5][C:6](=[O:23])[O:7][CH2:8][CH2:9][CH2:10][C:11]2[CH:16]=[CH:15][C:14]([O:17][CH2:18][CH2:19][O:20][CH3:21])=[CH:13][C:12]=2[OH:22])[CH2:3][CH2:2]1.[Cl:24][C:25]1[C:26](Cl)=[N:27][CH:28]=[C:29]([CH:35]=1)[C:30]([O:32][CH2:33][CH3:34])=[O:31].C(=O)([O-])[O-].[K+].[K+].O. Product: [Cl:24][C:25]1[C:26]([O:22][C:12]2[CH:13]=[C:14]([O:17][CH2:18][CH2:19][O:20][CH3:21])[CH:15]=[CH:16][C:11]=2[CH2:10][CH2:9][CH2:8][O:7][C:6]([NH:5][CH2:4][CH:1]2[CH2:3][CH2:2]2)=[O:23])=[N:27][CH:28]=[C:29]([CH:35]=1)[C:30]([O:32][CH2:33][CH3:34])=[O:31]. The catalyst class is: 9.